Dataset: Full USPTO retrosynthesis dataset with 1.9M reactions from patents (1976-2016). Task: Predict the reactants needed to synthesize the given product. (1) Given the product [Br:1][C:2]1[N:3]=[CH:4][N:5]([C:16]2[CH:21]=[CH:20][C:19]([C:22]([F:25])([F:24])[F:23])=[CH:18][N:17]=2)[CH:6]=1, predict the reactants needed to synthesize it. The reactants are: [Br:1][C:2]1[N:3]=[CH:4][NH:5][CH:6]=1.O1CCCC1.CS([C:16]1[CH:21]=[CH:20][C:19]([C:22]([F:25])([F:24])[F:23])=[CH:18][N:17]=1)(=O)=O.C(=O)([O-])[O-].[Cs+].[Cs+]. (2) Given the product [CH:16]1([S:21][CH:4]([C:6]2[CH:11]=[CH:10][C:9]3[O:12][CH2:13][O:14][C:8]=3[CH:7]=2)[C:3]([OH:2])=[O:15])[CH2:20][CH2:19][CH2:18][CH2:17]1.[CH:16]1([S:21][CH:4]([C:6]2[CH:11]=[CH:10][C:9]3[O:12][CH2:13][O:14][C:8]=3[CH:7]=2)[C:3]([NH:22][C:23]2[S:24][CH:25]=[CH:26][N:27]=2)=[O:15])[CH2:20][CH2:19][CH2:18][CH2:17]1, predict the reactants needed to synthesize it. The reactants are: C[O:2][C:3](=[O:15])[CH:4]([C:6]1[CH:11]=[CH:10][C:9]2[O:12][CH2:13][O:14][C:8]=2[CH:7]=1)O.[CH:16]1([SH:21])[CH2:20][CH2:19][CH2:18][CH2:17]1.[NH2:22][C:23]1[S:24][CH:25]=[CH:26][N:27]=1. (3) Given the product [CH3:25][N:24]([CH2:23][C:21]1[N:20]=[N:19][N:18]([C:15]2[CH:16]=[CH:17][C:12]([NH:11][C:5]3[C:6]4[N:7]([CH:8]=[CH:9][N:10]=4)[C:2]([C:33]4[CH:34]=[CH:35][C:30]([C:28]([NH2:27])=[O:29])=[CH:31][CH:32]=4)=[CH:3][N:4]=3)=[CH:13][CH:14]=2)[CH:22]=1)[CH3:26], predict the reactants needed to synthesize it. The reactants are: Br[C:2]1[N:7]2[CH:8]=[CH:9][N:10]=[C:6]2[C:5]([NH:11][C:12]2[CH:17]=[CH:16][C:15]([N:18]3[CH:22]=[C:21]([CH2:23][N:24]([CH3:26])[CH3:25])[N:20]=[N:19]3)=[CH:14][CH:13]=2)=[N:4][CH:3]=1.[NH2:27][C:28]([C:30]1[CH:35]=[CH:34][C:33](B(O)O)=[CH:32][CH:31]=1)=[O:29]. (4) Given the product [CH3:12][C:11]1[CH:10]=[CH:9][C:4]([C:5]([O:7][CH3:8])=[O:6])=[CH:3][C:2]=1[B:13]1[O:17][C:16]([CH3:19])([CH3:18])[C:15]([CH3:21])([CH3:20])[O:14]1, predict the reactants needed to synthesize it. The reactants are: Br[C:2]1[CH:3]=[C:4]([CH:9]=[CH:10][C:11]=1[CH3:12])[C:5]([O:7][CH3:8])=[O:6].[B:13]1([B:13]2[O:17][C:16]([CH3:19])([CH3:18])[C:15]([CH3:21])([CH3:20])[O:14]2)[O:17][C:16]([CH3:19])([CH3:18])[C:15]([CH3:21])([CH3:20])[O:14]1.C([O-])(=O)C.[K+].O. (5) Given the product [CH3:1][S:2][CH2:50][C:46]1[N:45]([CH2:44][CH2:43][CH2:42][CH2:41][C:38]2[CH:39]=[CH:40][C:35]([O:34][CH2:33][C:31]3[N:32]=[C:28](/[CH:27]=[CH:26]/[C:23]4[CH:24]=[CH:25][C:20]([C:19]([F:53])([F:52])[F:18])=[CH:21][CH:22]=4)[O:29][CH:30]=3)=[CH:36][CH:37]=2)[CH:49]=[CH:48][N:47]=1, predict the reactants needed to synthesize it. The reactants are: [CH3:1][S:2]SC.C(P(CCCC)CCCC)CCC.[F:18][C:19]([F:53])([F:52])[C:20]1[CH:25]=[CH:24][C:23](/[CH:26]=[CH:27]/[C:28]2[O:29][CH:30]=[C:31]([CH2:33][O:34][C:35]3[CH:40]=[CH:39][C:38]([CH2:41][CH2:42][CH2:43][CH2:44][N:45]4[CH:49]=[CH:48][N:47]=[C:46]4[CH2:50]O)=[CH:37][CH:36]=3)[N:32]=2)=[CH:22][CH:21]=1.[OH-].[Na+]. (6) Given the product [I:16][CH2:3][CH:2]1[CH2:1][C:4]2[CH:9]=[CH:8][CH:7]=[CH:6][C:5]=2[O:10]1, predict the reactants needed to synthesize it. The reactants are: [CH2:1]([C:4]1[CH:9]=[CH:8][CH:7]=[CH:6][C:5]=1[OH:10])[CH:2]=[CH2:3].Cl[Sn](Cl)(Cl)Cl.[I:16]I. (7) The reactants are: [CH2:1]([O:3][P:4]([CH2:9][C:10]1[CH:15]=[CH:14][C:13]([NH:16][C:17]2[N:22]=[C:21](Cl)[C:20]([C:24]([F:27])([F:26])[F:25])=[CH:19][N:18]=2)=[C:12]([O:28][CH3:29])[CH:11]=1)(=[O:8])[O:5][CH2:6][CH3:7])[CH3:2].[N:30]1([C:35]([C:37]2[CH:43]=[CH:42][CH:41]=[CH:40][C:38]=2[NH2:39])=[O:36])[CH2:34][CH2:33][CH2:32][CH2:31]1. Given the product [CH2:1]([O:3][P:4]([CH2:9][C:10]1[CH:15]=[CH:14][C:13]([NH:16][C:17]2[N:22]=[C:21]([NH:39][C:38]3[CH:40]=[CH:41][CH:42]=[CH:43][C:37]=3[C:35]([N:30]3[CH2:34][CH2:33][CH2:32][CH2:31]3)=[O:36])[C:20]([C:24]([F:27])([F:26])[F:25])=[CH:19][N:18]=2)=[C:12]([O:28][CH3:29])[CH:11]=1)(=[O:8])[O:5][CH2:6][CH3:7])[CH3:2], predict the reactants needed to synthesize it. (8) Given the product [CH2:18]=[C:19]([C:2]1[CH:3]=[CH:4][C:5]([NH2:8])=[N:6][CH:7]=1)[CH3:23], predict the reactants needed to synthesize it. The reactants are: Br[C:2]1[CH:3]=[CH:4][C:5]([NH2:8])=[N:6][CH:7]=1.O.P([O-])([O-])([O-])=O.[K+].[K+].[K+].[CH3:18][C:19]1(C)[C:23](C)(C)OB(C(C)=C)O1. (9) Given the product [Cl:1][C:2]1[N:6]([CH3:7])[N:5]=[C:4]([C:8]2[CH:13]=[CH:12][CH:11]=[CH:10][N:9]=2)[C:3]=1[CH:14]([C:18]1[CH:23]=[CH:22][C:21]([Cl:24])=[CH:20][C:19]=1[CH3:25])[CH:15]=[O:16], predict the reactants needed to synthesize it. The reactants are: [Cl:1][C:2]1[N:6]([CH3:7])[N:5]=[C:4]([C:8]2[CH:13]=[CH:12][CH:11]=[CH:10][N:9]=2)[C:3]=1[C:14]([C:18]1[CH:23]=[CH:22][C:21]([Cl:24])=[CH:20][C:19]=1[CH3:25])=[CH:15][O:16]C.Cl.C([O-])(O)=O.[Na+].